Dataset: Reaction yield outcomes from USPTO patents with 853,638 reactions. Task: Predict the reaction yield, written as a fraction of the theoretical maximum amount of product (1.0 means a 100% yield; for example, 0.34 means a 34% yield). (1) The reactants are [Cl-].[Al+3].[Cl-].[Cl-].ClCCCl.[CH3:9][NH2:10].ClC(Cl)C.[Br:15][C:16]1[CH:17]=[C:18]2[C:22](=[CH:23][CH:24]=1)[C:21](=[O:25])[O:20][CH2:19]2. No catalyst specified. The product is [Br:15][C:16]1[CH:24]=[CH:23][C:22]([C:21]([NH:10][CH3:9])=[O:25])=[C:18]([CH2:19][OH:20])[CH:17]=1. The yield is 0.580. (2) The reactants are [NH2:1][CH2:2][C@@H:3]1[O:8][CH2:7][CH2:6][N:5]([CH2:9][CH2:10][N:11]2[C:20]3[C:15](=[N:16][CH:17]=[C:18]([O:21][CH3:22])[CH:19]=3)[CH:14]=[CH:13][C:12]2=[O:23])[CH2:4]1.[O:24]1[C:33]2[CH:32]=[C:31]([CH:34]=O)[N:30]=[CH:29][C:28]=2[O:27][CH2:26][CH2:25]1.S([O-])([O-])(=O)=O.[Na+].[Na+].[BH-](OC(C)=O)(OC(C)=O)OC(C)=O.[Na+]. The catalyst is CO.C(Cl)Cl. The product is [O:24]1[C:33]2[CH:32]=[C:31]([CH2:34][NH:1][CH2:2][C@@H:3]3[O:8][CH2:7][CH2:6][N:5]([CH2:9][CH2:10][N:11]4[C:20]5[C:15](=[N:16][CH:17]=[C:18]([O:21][CH3:22])[CH:19]=5)[CH:14]=[CH:13][C:12]4=[O:23])[CH2:4]3)[N:30]=[CH:29][C:28]=2[O:27][CH2:26][CH2:25]1. The yield is 0.330. (3) The reactants are [N-:1]=[N+:2]=[N-:3].[Na+].[CH2:5]([O:12][C:13]([N:15]1[C@H:22]([CH3:23])[CH2:21][CH2:20][C@@H:19]2[C@@H:17]([O:18]2)[CH2:16]1)=[O:14])[C:6]1[CH:11]=[CH:10][CH:9]=[CH:8][CH:7]=1.[Cl-].[NH4+]. The catalyst is CO.O. The product is [CH2:5]([O:12][C:13]([N:15]1[CH2:16][C@H:17]([OH:18])[C@@H:19]([N:1]=[N+:2]=[N-:3])[CH2:20][CH2:21][C@H:22]1[CH3:23])=[O:14])[C:6]1[CH:11]=[CH:10][CH:9]=[CH:8][CH:7]=1. The yield is 0.890. (4) The reactants are [N:1]1[CH:6]=[CH:5][CH:4]=[CH:3][C:2]=1[CH2:7][NH:8][C:9](=[O:15])[O:10][C:11]([CH3:14])([CH3:13])[CH3:12].[H-].[Na+].Br[CH2:19][C:20]1[CH:29]=[CH:28][C:23]([C:24]([O:26][CH3:27])=[O:25])=[CH:22][CH:21]=1. The catalyst is CN(C=O)C. The product is [C:11]([O:10][C:9]([N:8]([CH2:19][C:20]1[CH:29]=[CH:28][C:23]([C:24]([O:26][CH3:27])=[O:25])=[CH:22][CH:21]=1)[CH2:7][C:2]1[CH:3]=[CH:4][CH:5]=[CH:6][N:1]=1)=[O:15])([CH3:12])([CH3:14])[CH3:13]. The yield is 0.650.